From a dataset of Forward reaction prediction with 1.9M reactions from USPTO patents (1976-2016). Predict the product of the given reaction. (1) Given the reactants [Cl:1][C:2]1[CH:3]=[C:4]([CH:8]([NH:11][C:12]2[N:29]=[C:15]3[C:16]([O:27][CH3:28])=[CH:17][C:18]([C:20]([O:22]C(C)(C)C)=[O:21])=[CH:19][N:14]3[N:13]=2)[CH2:9][F:10])[CH:5]=[CH:6][CH:7]=1.FC(F)(F)C(O)=O.C([SiH](CC)CC)C, predict the reaction product. The product is: [Cl:1][C:2]1[CH:3]=[C:4]([CH:8]([NH:11][C:12]2[N:29]=[C:15]3[C:16]([O:27][CH3:28])=[CH:17][C:18]([C:20]([OH:22])=[O:21])=[CH:19][N:14]3[N:13]=2)[CH2:9][F:10])[CH:5]=[CH:6][CH:7]=1. (2) Given the reactants [CH2:1]([O:3][C:4](=[O:19])/[C:5](=[N:7]/[C:8]1[CH:13]=[CH:12][C:11]([N:14]2[CH:18]=[CH:17][N:16]=[CH:15]2)=[CH:10][CH:9]=1)/[CH3:6])[CH3:2].CS(O)(=O)=O.O=P12OP3(OP(OP(O3)(O1)=O)(=O)O2)=O, predict the reaction product. The product is: [CH2:1]([O:3][C:4]([C:5]1[NH:7][C:8]2[C:9]([CH:6]=1)=[CH:10][C:11]([N:14]1[CH:18]=[CH:17][N:16]=[CH:15]1)=[CH:12][CH:13]=2)=[O:19])[CH3:2]. (3) Given the reactants [CH3:1][CH:2]1[CH2:8][C:7]2[CH:9]=[C:10]3[O:15][CH2:14][O:13][C:11]3=[CH:12][C:6]=2[C:5]([C:16]2[CH:21]=[CH:20][C:19]([N+:22]([O-:24])=[O:23])=[CH:18][CH:17]=2)=[N:4][N:3]1[C:25](=[S:28])[NH:26][NH2:27].FC(F)(F)C(O)=O.[N:36]([O-])=O.[Na+], predict the reaction product. The product is: [CH3:1][CH:2]1[CH2:8][C:7]2[CH:9]=[C:10]3[O:15][CH2:14][O:13][C:11]3=[CH:12][C:6]=2[C:5]([C:16]2[CH:17]=[CH:18][C:19]([N+:22]([O-:24])=[O:23])=[CH:20][CH:21]=2)=[N:4][N:3]1[C:25]1[S:28][N:36]=[N:27][N:26]=1.